From a dataset of Full USPTO retrosynthesis dataset with 1.9M reactions from patents (1976-2016). Predict the reactants needed to synthesize the given product. (1) The reactants are: [Br:1][C:2]1[CH:10]=[C:9]2[C:5]([C:6]([CH:11]=[O:12])=[N:7][NH:8]2)=[CH:4][CH:3]=1.C(N(CC)CC)C.[C:20](O[C:20]([O:22][C:23]([CH3:26])([CH3:25])[CH3:24])=[O:21])([O:22][C:23]([CH3:26])([CH3:25])[CH3:24])=[O:21]. Given the product [Br:1][C:2]1[CH:10]=[C:9]2[C:5]([C:6]([CH:11]=[O:12])=[N:7][N:8]2[C:20]([O:22][C:23]([CH3:26])([CH3:25])[CH3:24])=[O:21])=[CH:4][CH:3]=1, predict the reactants needed to synthesize it. (2) Given the product [C:2]([NH:77][C@@H:52]1[C@@H:51]([OH:78])[C@H:50]([OH:79])[C@@H:49]([CH2:48][OH:80])[O:54][CH:53]1[OH:55])(=[O:1])[CH3:3], predict the reactants needed to synthesize it. The reactants are: [O:1]=[CH:2][C@@H:3]([C@H]([C@@H]([C@@H](CO)O)O)O)O.C(O)[C@H]1O[C@H](OC[C@H]2O[C@H](O[C@]3(CO)O[C@H](CO)[C@@H](O)[C@@H]3O)[C@H](O)[C@@H](O)[C@@H]2O)[C@H](O)[C@@H](O)[C@H]1O.C[C@@H:48]([OH:80])[C@H:49]1[O:54][C@H:53]([O:55][C@H]2[C@H](O)[C@@H](O[C@H]3OC[C@@](O)(C)[C@H](NC)[C@H]3O)[C@H](N)C[C@@H]2N)[C@H:52]([NH2:77])[C@@H:51]([OH:78])[C@@H:50]1[OH:79].O=C[C@@H]([C@H]([C@H]([C@@H](CO)O)O)O)O.